This data is from Reaction yield outcomes from USPTO patents with 853,638 reactions. The task is: Predict the reaction yield, written as a fraction of the theoretical maximum amount of product (1.0 means a 100% yield; for example, 0.34 means a 34% yield). (1) The reactants are [CH2:1]([SH:3])[CH3:2].C(N(CC)CC)C.Cl[C:12]([O:14][C:15]1[CH:20]=[CH:19][C:18]([N+:21]([O-:23])=[O:22])=[CH:17][CH:16]=1)=[O:13].O. The catalyst is ClCCl.CN(C)C1C=CN=CC=1. The product is [C:12](=[O:13])([O:14][C:15]1[CH:16]=[CH:17][C:18]([N+:21]([O-:23])=[O:22])=[CH:19][CH:20]=1)[S:3][CH2:1][CH3:2]. The yield is 0.470. (2) The reactants are [CH3:1][N:2]1[CH:6]=[CH:5][N:4]=[C:3]1[S:7]([N:10]1[CH2:14][CH2:13][CH2:12][C@H:11]1[C:15]([O:17]C)=[O:16])(=[O:9])=[O:8]. The catalyst is Cl.O1CCOCC1. The product is [CH3:1][N:2]1[CH:6]=[CH:5][N:4]=[C:3]1[S:7]([N:10]1[CH2:14][CH2:13][CH2:12][C@H:11]1[C:15]([OH:17])=[O:16])(=[O:8])=[O:9]. The yield is 0.840.